Dataset: Reaction yield outcomes from USPTO patents with 853,638 reactions. Task: Predict the reaction yield, written as a fraction of the theoretical maximum amount of product (1.0 means a 100% yield; for example, 0.34 means a 34% yield). (1) The reactants are [Cl:1][C:2]1[CH:3]=[C:4]([CH:6]=[CH:7][C:8]=1[F:9])[NH2:5].Br.Br[CH:12]([C:14]1[CH:15]=[C:16]([C:31]([N:33]([CH3:35])[CH3:34])=[O:32])[CH:17]=[C:18]2[C:23]=1[O:22][C:21]([N:24]1[CH2:29][CH2:28][O:27][CH2:26][CH2:25]1)=[CH:20][C:19]2=[O:30])[CH3:13]. No catalyst specified. The product is [Cl:1][C:2]1[CH:3]=[C:4]([NH:5][CH:12]([C:14]2[CH:15]=[C:16]([C:31]([N:33]([CH3:35])[CH3:34])=[O:32])[CH:17]=[C:18]3[C:23]=2[O:22][C:21]([N:24]2[CH2:29][CH2:28][O:27][CH2:26][CH2:25]2)=[CH:20][C:19]3=[O:30])[CH3:13])[CH:6]=[CH:7][C:8]=1[F:9]. The yield is 0.631. (2) The reactants are [C:1]1([C:7]2[O:11][N:10]=[C:9]([C:12](F)=[O:13])[C:8]=2[C:15]([F:18])([F:17])[F:16])[CH:6]=[CH:5][CH:4]=[CH:3][CH:2]=1.O/[N:20]=[C:21](/[C:23]1[CH:40]=[CH:39][C:26]([CH2:27][N:28]2[CH2:31][CH:30]([C:32]([O:34][C:35]([CH3:38])([CH3:37])[CH3:36])=[O:33])[CH2:29]2)=[CH:25][CH:24]=1)\[NH2:22].CCN(C(C)C)C(C)C. The catalyst is C(#N)C. The product is [C:1]1([C:7]2[O:11][N:10]=[C:9]([C:12]3[O:13][N:22]=[C:21]([C:23]4[CH:24]=[CH:25][C:26]([CH2:27][N:28]5[CH2:29][CH:30]([C:32]([O:34][C:35]([CH3:36])([CH3:38])[CH3:37])=[O:33])[CH2:31]5)=[CH:39][CH:40]=4)[N:20]=3)[C:8]=2[C:15]([F:18])([F:17])[F:16])[CH:6]=[CH:5][CH:4]=[CH:3][CH:2]=1. The yield is 0.860. (3) The reactants are [CH3:1][O:2][C:3]1[CH:4]=[C:5]2[C:10](=[CH:11][C:12]=1[O:13][CH3:14])[C:9](=O)[NH:8][CH:7]=[CH:6]2.P(Br)(Br)([Br:18])=O.CCOC(C)=O. The catalyst is C(#N)C. The product is [Br:18][C:9]1[C:10]2[C:5](=[CH:4][C:3]([O:2][CH3:1])=[C:12]([O:13][CH3:14])[CH:11]=2)[CH:6]=[CH:7][N:8]=1. The yield is 0.510. (4) The reactants are Br[C:2]1[CH:14]=[C:13]2[C:5]([C:6]3[CH:7]=[CH:8][C:9]([C:17]4[NH:21][C:20]([C@@H:22]5[CH2:26][CH2:25][CH2:24][N:23]5[C:27](=[O:37])[C@@H:28]([NH:32][C:33](=[O:36])[O:34][CH3:35])[CH:29]([CH3:31])[CH3:30])=[N:19][CH:18]=4)=[CH:10][C:11]=3[C:12]2([F:16])[F:15])=[CH:4][CH:3]=1.CC1(C)C(C)(C)OB([C:46]2[CH:47]=[CH:48][C:49]3[N:53]=[C:52]([C@@H:54]4[C@@H:59]5[CH2:60][C@@H:56]([CH2:57][CH2:58]5)[N:55]4[C:61]([O:63][C:64]([CH3:67])([CH3:66])[CH3:65])=[O:62])[NH:51][C:50]=3[CH:68]=2)O1.C(=O)(O)[O-].[Na+].C1(P(C2C=CC=CC=2)C2C=CC=CC=2)C=CC=CC=1. The catalyst is C([O-])(=O)C.[Pd+2].C([O-])(=O)C.C(COC)OC. The product is [F:16][C:12]1([F:15])[C:13]2[CH:14]=[C:2]([C:47]3[CH:46]=[CH:68][C:50]4[N:51]=[C:52]([C@@H:54]5[C@@H:59]6[CH2:60][C@@H:56]([CH2:57][CH2:58]6)[N:55]5[C:61]([O:63][C:64]([CH3:66])([CH3:65])[CH3:67])=[O:62])[NH:53][C:49]=4[CH:48]=3)[CH:3]=[CH:4][C:5]=2[C:6]2[C:11]1=[CH:10][C:9]([C:17]1[NH:21][C:20]([C@@H:22]3[CH2:26][CH2:25][CH2:24][N:23]3[C:27](=[O:37])[C@@H:28]([NH:32][C:33]([O:34][CH3:35])=[O:36])[CH:29]([CH3:30])[CH3:31])=[N:19][CH:18]=1)=[CH:8][CH:7]=2. The yield is 0.760. (5) The reactants are [C:1]([C:5]1[CH:36]=[CH:35][C:8]([C:9]([NH:11][C@@H:12]([CH2:20][C:21]2[CH:26]=[CH:25][C:24]([C:27]3[N:32]=[CH:31][C:30]([C:33]#[N:34])=[CH:29][N:28]=3)=[CH:23][CH:22]=2)[C:13]([O:15][C:16]([CH3:19])([CH3:18])[CH3:17])=[O:14])=[O:10])=[CH:7][CH:6]=1)([CH3:4])([CH3:3])[CH3:2].[NH4+].[Cl-].[N-:39]=[N+:40]=[N-:41].[Na+]. The catalyst is CN(C=O)C.CC(=O)OCC. The product is [N:34]1[NH:39][N:40]=[N:41][C:33]=1[C:30]1[CH:29]=[N:28][C:27]([C:24]2[CH:23]=[CH:22][C:21]([CH2:20][C@H:12]([NH:11][C:9](=[O:10])[C:8]3[CH:7]=[CH:6][C:5]([C:1]([CH3:2])([CH3:3])[CH3:4])=[CH:36][CH:35]=3)[C:13]([O:15][C:16]([CH3:19])([CH3:17])[CH3:18])=[O:14])=[CH:26][CH:25]=2)=[N:32][CH:31]=1. The yield is 0.120. (6) The reactants are [CH3:1][O:2][C:3](=[O:15])[C:4]1[C:5](=[C:10]([OH:14])[CH:11]=[CH:12][CH:13]=1)[C:6]([O:8][CH3:9])=[O:7].[F:16][C:17]1[C:25]2[CH:24]=[C:23]([CH2:26]O)[S:22][C:21]=2[CH:20]=[CH:19][CH:18]=1.C1(P(C2C=CC=CC=2)C2C=CC=CC=2)C=CC=CC=1.N(C(OC(C)C)=O)=NC(OC(C)C)=O. The catalyst is C1COCC1. The product is [CH3:1][O:2][C:3](=[O:15])[C:4]1[C:5](=[C:10]([O:14][CH2:26][C:23]2[S:22][C:21]3[CH:20]=[CH:19][CH:18]=[C:17]([F:16])[C:25]=3[CH:24]=2)[CH:11]=[CH:12][CH:13]=1)[C:6]([O:8][CH3:9])=[O:7]. The yield is 0.760. (7) The reactants are I[C:2]1[CH:3]=[C:4]([CH2:8][CH2:9][N:10]2[CH2:15][CH2:14][N:13]([C:16]3[CH:25]=[CH:24][CH:23]=[C:22]4[C:17]=3[CH:18]=[CH:19][C:20]([CH3:26])=[N:21]4)[CH2:12][CH2:11]2)[CH:5]=[CH:6][CH:7]=1.[CH2:27]1[NH:31][C:30](=[O:32])[N:29]2[CH2:33][CH2:34][CH2:35][C@@H:28]12. No catalyst specified. The product is [CH3:26][C:20]1[CH:19]=[CH:18][C:17]2[C:22](=[CH:23][CH:24]=[CH:25][C:16]=2[N:13]2[CH2:14][CH2:15][N:10]([CH2:9][CH2:8][C:4]3[CH:3]=[C:2]([N:31]4[CH2:27][C@@H:28]5[CH2:35][CH2:34][CH2:33][N:29]5[C:30]4=[O:32])[CH:7]=[CH:6][CH:5]=3)[CH2:11][CH2:12]2)[N:21]=1. The yield is 0.600. (8) The reactants are I[C:2]1[CH:3]=[C:4]2[C:8](=[CH:9][CH:10]=1)[NH:7][C:6](=[O:11])[CH2:5]2.C(N(CC)CC)C.[CH2:19]([O:21][CH:22]([O:25][CH2:26][CH3:27])[C:23]#[CH:24])[CH3:20].O. The catalyst is C1COCC1.[Cu]I.C1C=CC([P]([Pd]([P](C2C=CC=CC=2)(C2C=CC=CC=2)C2C=CC=CC=2)([P](C2C=CC=CC=2)(C2C=CC=CC=2)C2C=CC=CC=2)[P](C2C=CC=CC=2)(C2C=CC=CC=2)C2C=CC=CC=2)(C2C=CC=CC=2)C2C=CC=CC=2)=CC=1.CCOC(C)=O. The product is [CH2:19]([O:21][CH:22]([O:25][CH2:26][CH3:27])[C:23]#[C:24][C:2]1[CH:3]=[C:4]2[C:8](=[CH:9][CH:10]=1)[NH:7][C:6](=[O:11])[CH2:5]2)[CH3:20]. The yield is 0.590.